This data is from Forward reaction prediction with 1.9M reactions from USPTO patents (1976-2016). The task is: Predict the product of the given reaction. Given the reactants [NH2:1][C@H:2]([C:7]([O-:9])=[O:8])[CH2:3][C:4]([O-:6])=[O:5].[Na+].[Na+].[Na], predict the reaction product. The product is: [NH2:1][C@H:2]([C:7]([OH:9])=[O:8])[CH2:3][C:4]([OH:6])=[O:5].